From a dataset of Forward reaction prediction with 1.9M reactions from USPTO patents (1976-2016). Predict the product of the given reaction. Given the reactants C1CO[C:8]23OCCO[C:3]2([C@:4]2([CH2:27][CH2:26][C@H:25]4[C@@H:15]([CH2:16][C@H:17]([CH2:28][OH:29])[CH:18]5[C@:23]4([CH3:24])[CH2:22][CH2:21][CH2:20][CH2:19]5)[C@@H:6]2[CH2:7]3)[CH3:5])[O:2]1.C=C1C2[C@](C)(CCC(=[O:49])C2)[C@@H]2[C@H]([C@H]3[C@@](CC2)(C)C(=O)CC3)C1, predict the reaction product. The product is: [OH:29][CH2:28][C@@H:17]1[CH:18]2[C@:23]([CH3:24])([CH2:22][CH2:21][C:20](=[O:49])[CH2:19]2)[C@@H:25]2[C@H:15]([C@H:6]3[C@@:4]([CH2:27][CH2:26]2)([CH3:5])[C:3](=[O:2])[CH2:8][CH2:7]3)[CH2:16]1.